Dataset: Full USPTO retrosynthesis dataset with 1.9M reactions from patents (1976-2016). Task: Predict the reactants needed to synthesize the given product. (1) Given the product [CH2:21]([O:23][C:24]([CH:26]1[CH2:31][CH2:30][N:29]([C:19](=[S:20])[NH2:18])[CH2:28][CH2:27]1)=[O:25])[CH3:22], predict the reactants needed to synthesize it. The reactants are: C1C2C(COC([N:18]=[C:19]=[S:20])=O)C3C(=CC=CC=3)C=2C=CC=1.[CH2:21]([O:23][C:24]([CH:26]1[CH2:31][CH2:30][NH:29][CH2:28][CH2:27]1)=[O:25])[CH3:22].C(OCC)C. (2) The reactants are: [Si]([O:8][C:9]1[CH:14]=[CH:13][C:12](/[C:15](/[C:22]#[N:23])=[C:16](/[CH3:21])\[C:17]([O:19]C)=[O:18])=[CH:11][CH:10]=1)(C(C)(C)C)(C)C.[OH-].[Li+]. Given the product [C:22]([C:15]([C:12]1[CH:13]=[CH:14][C:9]([OH:8])=[CH:10][CH:11]=1)=[C:16]([CH3:21])[C:17]([OH:19])=[O:18])#[N:23], predict the reactants needed to synthesize it. (3) Given the product [O:12]1[C:16]2[CH:17]=[CH:18][C:19]([C:21]3([C:24]([NH:26][C:27]4[CH:28]=[N:29][C:30]([CH3:34])=[C:31]([C:5]5[CH:6]=[CH:7][CH:8]=[C:3]([CH2:2][OH:1])[CH:4]=5)[CH:32]=4)=[O:25])[CH2:23][CH2:22]3)=[CH:20][C:15]=2[O:14][CH2:13]1, predict the reactants needed to synthesize it. The reactants are: [OH:1][CH2:2][C:3]1[CH:4]=[C:5](B(O)O)[CH:6]=[CH:7][CH:8]=1.[O:12]1[C:16]2[CH:17]=[CH:18][C:19]([C:21]3([C:24]([NH:26][C:27]4[CH:28]=[N:29][C:30]([CH3:34])=[C:31](Br)[CH:32]=4)=[O:25])[CH2:23][CH2:22]3)=[CH:20][C:15]=2[O:14][CH2:13]1.O1C2C=CC(C3(C(NC4C=NC(C)=C(C5C=CC=CC=5)C=4)=O)CC3)=CC=2OC1.